Predict the product of the given reaction. From a dataset of Forward reaction prediction with 1.9M reactions from USPTO patents (1976-2016). (1) Given the reactants [NH2:1][CH2:2][C:3]1[C:12](=[O:13])[C:11]2[C:6](=[CH:7][C:8]([Cl:14])=[CH:9][CH:10]=2)[N:5]([C:15]2[CH:20]=[CH:19][CH:18]=[CH:17][CH:16]=2)[CH:4]=1.[CH3:21][O:22][C:23]1[CH:31]=[CH:30][C:26]([C:27](O)=[O:28])=[CH:25][N:24]=1, predict the reaction product. The product is: [Cl:14][C:8]1[CH:7]=[C:6]2[C:11]([C:12](=[O:13])[C:3]([CH2:2][NH:1][C:27](=[O:28])[C:26]3[CH:30]=[CH:31][C:23]([O:22][CH3:21])=[N:24][CH:25]=3)=[CH:4][N:5]2[C:15]2[CH:16]=[CH:17][CH:18]=[CH:19][CH:20]=2)=[CH:10][CH:9]=1. (2) The product is: [CH3:19][O:18][C:11]1[CH:12]=[C:13]([O:16][CH3:17])[CH:14]=[CH:15][C:10]=1[CH:8]1[N:7]([S:20][C:21]2[CH:26]=[CH:25][CH:24]=[CH:23][C:22]=2[N+:27]([O-:29])=[O:28])[CH:6]([C:30]2[CH:35]=[CH:34][CH:33]=[CH:32][CH:31]=2)[CH:5]([C:3]([O-:4])=[O:2])[O:9]1.[Na+:37]. Given the reactants C[O:2][C:3]([CH:5]1[O:9][CH:8]([C:10]2[CH:15]=[CH:14][C:13]([O:16][CH3:17])=[CH:12][C:11]=2[O:18][CH3:19])[N:7]([S:20][C:21]2[CH:26]=[CH:25][CH:24]=[CH:23][C:22]=2[N+:27]([O-:29])=[O:28])[CH:6]1[C:30]1[CH:35]=[CH:34][CH:33]=[CH:32][CH:31]=1)=[O:4].[OH-].[Na+:37], predict the reaction product. (3) Given the reactants [NH2:1][CH:2]1[CH2:7][CH2:6][N:5]([CH2:8][CH2:9][N:10]2[C:15]3[CH:16]=[C:17]([S:20]([CH3:23])(=[O:22])=[O:21])[CH:18]=[CH:19][C:14]=3[O:13][CH2:12][C:11]2=[O:24])[CH2:4][CH2:3]1.[O:25]=[C:26]1[CH2:31][O:30][C:29]2[CH:32]=[CH:33][C:34]([CH:36]=O)=[N:35][C:28]=2[NH:27]1.[C:38]([BH3-])#N.[Na+], predict the reaction product. The product is: [CH2:23]([S:20]([C:17]1[CH:18]=[CH:19][C:14]2[O:13][CH2:12][C:11](=[O:24])[N:10]([CH2:9][CH2:8][N:5]3[CH2:6][CH2:7][CH:2]([NH:1][CH2:36][C:34]4[CH:33]=[CH:32][C:29]5[O:30][CH2:31][C:26](=[O:25])[NH:27][C:28]=5[N:35]=4)[CH2:3][CH2:4]3)[C:15]=2[CH:16]=1)(=[O:22])=[O:21])[CH3:38]. (4) Given the reactants Br[C:2]1[CH:3]=[C:4]([C:8]2[N:13]([CH2:14][C:15]3[CH:20]=[CH:19][C:18]([CH3:21])=[CH:17][C:16]=3[CH3:22])[C:12](=[O:23])[C:11]([C:24]#[N:25])=[C:10]([C:26]([F:29])([F:28])[F:27])[CH:9]=2)[CH:5]=[CH:6][CH:7]=1.C([O-])([O-])=O.[K+].[K+].[NH2:36][C:37]([C:39]1[CH:44]=[CH:43][C:42](B(O)O)=[CH:41][CH:40]=1)=[O:38].COCCOC, predict the reaction product. The product is: [C:24]([C:11]1[C:12](=[O:23])[N:13]([CH2:14][C:15]2[CH:20]=[CH:19][C:18]([CH3:21])=[CH:17][C:16]=2[CH3:22])[C:8]([C:4]2[CH:3]=[C:2]([C:42]3[CH:43]=[CH:44][C:39]([C:37]([NH2:36])=[O:38])=[CH:40][CH:41]=3)[CH:7]=[CH:6][CH:5]=2)=[CH:9][C:10]=1[C:26]([F:27])([F:29])[F:28])#[N:25].